Dataset: Catalyst prediction with 721,799 reactions and 888 catalyst types from USPTO. Task: Predict which catalyst facilitates the given reaction. (1) Reactant: [CH2:1]([O:8][C:9]([N:11]1[CH2:16][CH2:15][CH2:14][C@@H:13]([CH3:17])[C@H:12]1[C:18](O)=[O:19])=[O:10])[C:2]1[CH:7]=[CH:6][CH:5]=[CH:4][CH:3]=1. Product: [OH:19][CH2:18][C@@H:12]1[C@H:13]([CH3:17])[CH2:14][CH2:15][CH2:16][N:11]1[C:9]([O:8][CH2:1][C:2]1[CH:3]=[CH:4][CH:5]=[CH:6][CH:7]=1)=[O:10]. The catalyst class is: 1. (2) Reactant: [CH3:1][N:2]([C:12]1[CH:17]=[CH:16][C:15]([NH:18][CH2:19][CH:20]2[CH2:25][CH2:24][CH2:23][CH2:22][O:21]2)=[C:14]([N+:26]([O-])=O)[CH:13]=1)[S:3]([C:6]1[CH:11]=[CH:10][CH:9]=[CH:8][CH:7]=1)(=[O:5])=[O:4]. Product: [NH2:26][C:14]1[CH:13]=[C:12]([N:2]([CH3:1])[S:3]([C:6]2[CH:11]=[CH:10][CH:9]=[CH:8][CH:7]=2)(=[O:5])=[O:4])[CH:17]=[CH:16][C:15]=1[NH:18][CH2:19][CH:20]1[CH2:25][CH2:24][CH2:23][CH2:22][O:21]1. The catalyst class is: 99. (3) Reactant: Br[C:2]1[CH:39]=[CH:38][C:5]([CH2:6][O:7][C:8]2[CH:13]=[CH:12][CH:11]=[CH:10][C:9]=2/[CH:14]=[CH:15]/[CH:16]([CH2:28][CH2:29][C:30]2[CH:35]=[CH:34][C:33]([C:36]#[N:37])=[CH:32][CH:31]=2)[CH2:17][C:18]2[CH:27]=[CH:26][C:21]([C:22]([O:24][CH3:25])=[O:23])=[CH:20][CH:19]=2)=[CH:4][CH:3]=1.[F:40][C:41]([F:52])([F:51])[C:42]1[CH:47]=[CH:46][C:45](B(O)O)=[CH:44][CH:43]=1.C(=O)([O-])[O-].[Na+].[Na+]. Product: [C:36]([C:33]1[CH:34]=[CH:35][C:30]([CH2:29][CH2:28][CH:16](/[CH:15]=[CH:14]/[C:9]2[CH:10]=[CH:11][CH:12]=[CH:13][C:8]=2[O:7][CH2:6][C:5]2[CH:38]=[CH:39][C:2]([C:45]3[CH:46]=[CH:47][C:42]([C:41]([F:52])([F:51])[F:40])=[CH:43][CH:44]=3)=[CH:3][CH:4]=2)[CH2:17][C:18]2[CH:27]=[CH:26][C:21]([C:22]([O:24][CH3:25])=[O:23])=[CH:20][CH:19]=2)=[CH:31][CH:32]=1)#[N:37]. The catalyst class is: 600. (4) Reactant: [CH2:1]([N:8]([C@H:22]([C:24]1[CH:29]=[CH:28][CH:27]=[CH:26][CH:25]=1)[CH3:23])[C@@H:9]([CH2:18][CH2:19][CH2:20][CH3:21])[CH2:10][C:11]([O:13]C(C)(C)C)=[O:12])[C:2]1[CH:7]=[CH:6][CH:5]=[CH:4][CH:3]=1.FC(F)(F)C(O)=O. Product: [CH2:1]([N:8]([C@H:22]([C:24]1[CH:25]=[CH:26][CH:27]=[CH:28][CH:29]=1)[CH3:23])[C@@H:9]([CH2:18][CH2:19][CH2:20][CH3:21])[CH2:10][C:11]([OH:13])=[O:12])[C:2]1[CH:3]=[CH:4][CH:5]=[CH:6][CH:7]=1. The catalyst class is: 2.